The task is: Predict the product of the given reaction.. This data is from Forward reaction prediction with 1.9M reactions from USPTO patents (1976-2016). (1) Given the reactants C(Cl)(=O)C(Cl)=O.CS(C)=O.[CH2:11]([N:18]([CH2:25][C:26]1[CH:31]=[CH:30][CH:29]=[CH:28][CH:27]=1)[C@H:19]1[CH2:23][CH2:22][CH2:21][C@H:20]1[OH:24])[C:12]1[CH:17]=[CH:16][CH:15]=[CH:14][CH:13]=1.O, predict the reaction product. The product is: [CH2:25]([N:18]([CH2:11][C:12]1[CH:17]=[CH:16][CH:15]=[CH:14][CH:13]=1)[C@H:19]1[CH2:23][CH2:22][CH2:21][C:20]1=[O:24])[C:26]1[CH:27]=[CH:28][CH:29]=[CH:30][CH:31]=1. (2) The product is: [Si:5]([O:23][CH2:22][CH2:21][O:20][CH2:19][C:15]1[S:14][CH:18]=[CH:17][N:16]=1)([C:2]([CH3:4])([CH3:3])[CH3:1])([CH3:7])[CH3:6]. Given the reactants [CH3:1][C:2]([Si:5](Cl)([CH3:7])[CH3:6])([CH3:4])[CH3:3].N1C=CN=C1.[S:14]1[CH:18]=[CH:17][N:16]=[C:15]1[CH2:19][O:20][CH2:21][CH2:22][OH:23], predict the reaction product. (3) Given the reactants Cl[C:2]1[CH:7]=[C:6]([O:8][CH2:9][C:10]2[CH:11]=[N:12][C:13]([CH3:16])=[CH:14][CH:15]=2)[CH:5]=[CH:4][N:3]=1.C([O-])(=[O:19])C.[NH4+], predict the reaction product. The product is: [CH3:16][C:13]1[N:12]=[CH:11][C:10]([CH2:9][O:8][C:6]2[CH:5]=[CH:4][NH:3][C:2](=[O:19])[CH:7]=2)=[CH:15][CH:14]=1. (4) Given the reactants [NH2:1][C@H:2]([C:4]1[CH:9]=[CH:8][C:7]([NH:10][C:11](=[O:19])[C:12]2[CH:17]=[CH:16][C:15]([Cl:18])=[N:14][CH:13]=2)=[CH:6][CH:5]=1)[CH3:3].[Cl:20][C:21]1[N:30]=[C:29](Cl)[C:28]2[C:23](=[CH:24][CH:25]=[C:26]([CH3:32])[CH:27]=2)[N:22]=1, predict the reaction product. The product is: [Cl:18][C:15]1[CH:16]=[CH:17][C:12]([C:11]([NH:10][C:7]2[CH:6]=[CH:5][C:4]([C@@H:2]([NH:1][C:29]3[C:28]4[C:23](=[CH:24][CH:25]=[C:26]([CH3:32])[CH:27]=4)[N:22]=[C:21]([Cl:20])[N:30]=3)[CH3:3])=[CH:9][CH:8]=2)=[O:19])=[CH:13][N:14]=1. (5) Given the reactants [CH3:1][S:2][C:3]1[CH:8]=[CH:7][C:6]([CH2:9][CH2:10][C:11](O)=[O:12])=[CH:5][CH:4]=1.O1CCCC1.B.O.Cl, predict the reaction product. The product is: [CH3:1][S:2][C:3]1[CH:8]=[CH:7][C:6]([CH2:9][CH2:10][CH2:11][OH:12])=[CH:5][CH:4]=1. (6) Given the reactants [C:1]([O:5][C:6]([N:8]([CH2:32][C:33]1[CH:42]=[CH:41][CH:40]=[CH:39][C:34]=1[C:35]([O:37]C)=[O:36])[S:9]([C:12]1[CH:17]=[C:16]([C:18](=[O:30])[NH:19][N:20]2[C:28]3[C:23](=[CH:24][CH:25]=[CH:26][CH:27]=3)[CH2:22][CH:21]2[CH3:29])[CH:15]=[CH:14][C:13]=1[Cl:31])(=[O:11])=[O:10])=[O:7])([CH3:4])([CH3:3])[CH3:2].[OH-].[Li+], predict the reaction product. The product is: [C:1]([O:5][C:6]([N:8]([CH2:32][C:33]1[CH:42]=[CH:41][CH:40]=[CH:39][C:34]=1[C:35]([OH:37])=[O:36])[S:9]([C:12]1[CH:17]=[C:16]([C:18](=[O:30])[NH:19][N:20]2[C:28]3[C:23](=[CH:24][CH:25]=[CH:26][CH:27]=3)[CH2:22][CH:21]2[CH3:29])[CH:15]=[CH:14][C:13]=1[Cl:31])(=[O:11])=[O:10])=[O:7])([CH3:2])([CH3:3])[CH3:4]. (7) Given the reactants Br[C:2]1[CH:7]=[CH:6][CH:5]=[C:4]([CH2:8][F:9])[N:3]=1.[CH2:10]([C:14]1[N:18]([CH3:19])[C:17]2[C:20]([Cl:24])=[CH:21][CH:22]=[CH:23][C:16]=2[N:15]=1)[CH2:11][C:12]#[CH:13], predict the reaction product. The product is: [Cl:24][C:20]1[C:17]2[N:18]([CH3:19])[C:14]([CH2:10][CH2:11][C:12]#[C:13][C:2]3[CH:7]=[CH:6][CH:5]=[C:4]([CH2:8][F:9])[N:3]=3)=[N:15][C:16]=2[CH:23]=[CH:22][CH:21]=1.